Dataset: Full USPTO retrosynthesis dataset with 1.9M reactions from patents (1976-2016). Task: Predict the reactants needed to synthesize the given product. Given the product [Cl:13][C:10]1[CH:9]=[C:8]([C:14]([O:16][CH3:17])=[O:15])[C:7]2[CH:6]=[N:5][N:4]([CH:1]3[CH2:29][CH2:25][CH2:26][CH2:2]3)[C:12]=2[CH:11]=1, predict the reactants needed to synthesize it. The reactants are: [C:1]([N:4]1[C:12]2[CH:11]=[C:10]([Cl:13])[CH:9]=[C:8]([C:14]([O:16][CH3:17])=[O:15])[C:7]=2[CH:6]=[N:5]1)(=O)[CH3:2].C(=O)([O-])[O-].[Cs+].[Cs+].Br[CH:25]1[CH2:29]CC[CH2:26]1.